The task is: Predict the reactants needed to synthesize the given product.. This data is from Full USPTO retrosynthesis dataset with 1.9M reactions from patents (1976-2016). Given the product [Cl:1][C:2]1[CH:21]=[CH:20][C:5]2[S:6][CH:7]=[C:8]([CH2:9][CH:10]3[N:14]4[CH:15]=[CH:16][CH:17]=[CH:18][C:13]4=[N:12][C:11]3=[S:31])[C:4]=2[CH:3]=1, predict the reactants needed to synthesize it. The reactants are: [Cl:1][C:2]1[CH:21]=[CH:20][C:5]2[S:6][CH:7]=[C:8]([CH2:9][CH:10]3[N:14]4[CH:15]=[CH:16][CH:17]=[CH:18][C:13]4=[N:12][C:11]3=O)[C:4]=2[CH:3]=1.COC1C=CC(P2(=S)SP(=S)(C3C=CC(OC)=CC=3)[S:31]2)=CC=1.